Dataset: Forward reaction prediction with 1.9M reactions from USPTO patents (1976-2016). Task: Predict the product of the given reaction. Given the reactants Cl[C:2]1[C:7]([C:8]([O:10][CH2:11][CH3:12])=[O:9])=[C:6]([CH3:13])[N:5]=[C:4]([S:14][CH3:15])[N:3]=1.[F:16][C:17]([F:26])([F:25])[C:18]1[CH:19]=[C:20]([CH:22]=[CH:23][CH:24]=1)[NH2:21], predict the reaction product. The product is: [CH3:13][C:6]1[C:7]([C:8]([O:10][CH2:11][CH3:12])=[O:9])=[C:2]([NH:21][C:20]2[CH:22]=[CH:23][CH:24]=[C:18]([C:17]([F:16])([F:25])[F:26])[CH:19]=2)[N:3]=[C:4]([S:14][CH3:15])[N:5]=1.